From a dataset of Reaction yield outcomes from USPTO patents with 853,638 reactions. Predict the reaction yield, written as a fraction of the theoretical maximum amount of product (1.0 means a 100% yield; for example, 0.34 means a 34% yield). (1) The reactants are [Br:1][C:2]1[CH:3]=[C:4]([OH:9])[CH:5]=[CH:6][C:7]=1[F:8].C(=O)([O-])[O-].[K+].[K+].[CH3:16][O:17][C:18]1[CH:25]=[CH:24][C:21]([CH2:22]Cl)=[CH:20][CH:19]=1. The catalyst is CN(C=O)C. The product is [Br:1][C:2]1[CH:3]=[C:4]([O:9][CH2:22][C:21]2[CH:24]=[CH:25][C:18]([O:17][CH3:16])=[CH:19][CH:20]=2)[CH:5]=[CH:6][C:7]=1[F:8]. The yield is 1.00. (2) The reactants are [Cl:1][C:2]1[CH:7]=[CH:6][CH:5]=[CH:4][C:3]=1[CH:8]([N:19]1[CH2:24][CH2:23][C:22]2[NH:25][CH:26]=[CH:27][C:21]=2[CH2:20]1)[CH2:9][CH2:10][CH2:11][CH2:12][C:13]([CH3:18])([CH3:17])[C:14]([OH:16])=[O:15].Cl. The catalyst is C(OCC)C. The product is [ClH:1].[Cl:1][C:2]1[CH:7]=[CH:6][CH:5]=[CH:4][C:3]=1[CH:8]([N:19]1[CH2:24][CH2:23][C:22]2[NH:25][CH:26]=[CH:27][C:21]=2[CH2:20]1)[CH2:9][CH2:10][CH2:11][CH2:12][C:13]([CH3:18])([CH3:17])[C:14]([OH:16])=[O:15]. The yield is 0.619. (3) The reactants are [Cl:1][C:2]1[NH:10][C:9]2[C:8](=[O:11])[N:7]([CH2:12][CH2:13][CH2:14][CH2:15]C(OCC)=O)[C:6](=[O:21])[N:5]([CH2:22][CH2:23][CH2:24][CH2:25][CH3:26])[C:4]=2[N:3]=1.CC[O-].[Na+].[Cl:31][C:32]1[CH:33]=[C:34]([CH2:39]/[C:40](=[N:43]/[H])/[NH:41][OH:42])[CH:35]=[CH:36][C:37]=1[Cl:38]. The catalyst is CCO. The product is [Cl:1][C:2]1[NH:10][C:9]2[C:8](=[O:11])[N:7]([CH2:12][CH2:13][CH2:14][C:15]3[O:42][N:41]=[C:40]([CH2:39][C:34]4[CH:35]=[CH:36][C:37]([Cl:38])=[C:32]([Cl:31])[CH:33]=4)[N:43]=3)[C:6](=[O:21])[N:5]([CH2:22][CH2:23][CH2:24][CH2:25][CH3:26])[C:4]=2[N:3]=1. The yield is 0.660.